From a dataset of Full USPTO retrosynthesis dataset with 1.9M reactions from patents (1976-2016). Predict the reactants needed to synthesize the given product. (1) The reactants are: [CH:1]1([NH:4][C:5](=[O:13])[C:6]2[CH:11]=[CH:10][C:9]([OH:12])=[CH:8][CH:7]=2)[CH2:3][CH2:2]1.[CH2:14](Br)[C:15]1[CH:20]=[CH:19][CH:18]=[CH:17][CH:16]=1.C(=O)([O-])[O-].[K+].[K+]. Given the product [CH2:14]([O:12][C:9]1[CH:10]=[CH:11][C:6]([C:5]([NH:4][CH:1]2[CH2:2][CH2:3]2)=[O:13])=[CH:7][CH:8]=1)[C:15]1[CH:20]=[CH:19][CH:18]=[CH:17][CH:16]=1, predict the reactants needed to synthesize it. (2) Given the product [Cl:10][C:11]1[CH:17]=[CH:16][C:14]([NH:15][C:2]2[N:7]=[C:6]([NH:15][C:14]3[CH:16]=[CH:17][C:11]([Cl:10])=[CH:12][CH:13]=3)[C:5]([F:9])=[CH:4][N:3]=2)=[CH:13][CH:12]=1, predict the reactants needed to synthesize it. The reactants are: Cl[C:2]1[N:7]=[C:6](Cl)[C:5]([F:9])=[CH:4][N:3]=1.[Cl:10][C:11]1[CH:17]=[CH:16][C:14]([NH2:15])=[CH:13][CH:12]=1. (3) Given the product [CH3:28][N:29]([CH2:31][C:32]1[CH:37]=[CH:36][C:35]([C:2]2[CH:7]=[CH:6][C:5]3[C:8]4[C:9]([NH:17][CH2:18][C:19]5[CH:24]=[CH:23][C:22]([O:25][CH3:26])=[CH:21][CH:20]=5)=[N:10][CH:11]=[C:12]([C:15]#[N:16])[C:13]=4[S:14][C:4]=3[CH:3]=2)=[CH:34][CH:33]=1)[CH3:30], predict the reactants needed to synthesize it. The reactants are: Br[C:2]1[CH:7]=[CH:6][C:5]2[C:8]3[C:9]([NH:17][CH2:18][C:19]4[CH:24]=[CH:23][C:22]([O:25][CH3:26])=[CH:21][CH:20]=4)=[N:10][CH:11]=[C:12]([C:15]#[N:16])[C:13]=3[S:14][C:4]=2[CH:3]=1.Cl.[CH3:28][N:29]([CH2:31][C:32]1[CH:37]=[CH:36][C:35](B(O)O)=[CH:34][CH:33]=1)[CH3:30]. (4) Given the product [Cl:1][C:2]1[C:3]([CH3:11])=[C:4](/[C:8](=[N:13]\[OH:14])/[CH3:9])[CH:5]=[CH:6][CH:7]=1, predict the reactants needed to synthesize it. The reactants are: [Cl:1][C:2]1[C:3]([CH3:11])=[C:4]([C:8](=O)[CH3:9])[CH:5]=[CH:6][CH:7]=1.Cl.[NH2:13][OH:14]. (5) Given the product [CH2:23]([CH:27]1[CH2:32][CH2:31][N:30]([CH2:2][CH2:3][CH2:4][N:5]2[C:14]3[C:9](=[CH:10][CH:11]=[C:12]([CH3:15])[CH:13]=3)[CH:8]=[CH:7][C:6]2=[O:16])[CH2:29][CH2:28]1)[CH2:24][CH2:25][CH3:26], predict the reactants needed to synthesize it. The reactants are: Cl[CH2:2][CH2:3][CH2:4][N:5]1[C:14]2[C:9](=[CH:10][CH:11]=[C:12]([CH3:15])[CH:13]=2)[CH:8]=[CH:7][C:6]1=[O:16].C([O-])([O-])=O.[K+].[K+].[CH2:23]([CH:27]1[CH2:32][CH2:31][NH:30][CH2:29][CH2:28]1)[CH2:24][CH2:25][CH3:26].CCOC(C)=O. (6) The reactants are: [CH3:1][CH2:2][CH2:3][C:4](=O)[CH2:5][CH2:6][CH3:7].[C:9]([CH2:11][C:12]([O:14][CH2:15][C:16]1[CH:21]=[CH:20][CH:19]=[CH:18][CH:17]=1)=[O:13])#[N:10].C(O)(=O)C.N1CCCCC1. Given the product [CH2:15]([O:14][C:12](=[O:13])[C:11]([C:9]#[N:10])=[C:4]([CH2:5][CH2:6][CH3:7])[CH2:3][CH2:2][CH3:1])[C:16]1[CH:21]=[CH:20][CH:19]=[CH:18][CH:17]=1, predict the reactants needed to synthesize it. (7) The reactants are: Br[C:2]1[CH:7]=[CH:6][C:5]([C:8]2[N:9]([CH2:13][C@@H:14]3[CH2:18][CH2:17][N:16]([C:19]([CH:21]4[CH2:23][CH2:22]4)=[O:20])[CH2:15]3)[CH:10]=[CH:11][N:12]=2)=[CH:4][CH:3]=1.[C:24]1(B(O)O)[CH:29]=[CH:28][CH:27]=[CH:26][CH:25]=1. Given the product [C:2]1([C:24]2[CH:29]=[CH:28][CH:27]=[CH:26][CH:25]=2)[CH:7]=[CH:6][C:5]([C:8]2[N:9]([CH2:13][C@@H:14]3[CH2:18][CH2:17][N:16]([C:19]([CH:21]4[CH2:23][CH2:22]4)=[O:20])[CH2:15]3)[CH:10]=[CH:11][N:12]=2)=[CH:4][CH:3]=1, predict the reactants needed to synthesize it.